This data is from Reaction yield outcomes from USPTO patents with 853,638 reactions. The task is: Predict the reaction yield, written as a fraction of the theoretical maximum amount of product (1.0 means a 100% yield; for example, 0.34 means a 34% yield). The reactants are [C:1]([C:5]1[CH:6]=[C:7]2[C:12](=[C:13]([F:15])[CH:14]=1)[C:11](=[O:16])[N:10]([C:17]1[N:24]=[CH:23][CH:22]=[C:21]([C:25]3[CH:30]=[C:29]([NH:31][C:32]4[CH:41]=[C:35]5[CH2:36][N:37]([CH3:40])[CH2:38][CH2:39][N:34]5[N:33]=4)[C:28](=[O:42])[N:27]([CH3:43])[N:26]=3)[C:18]=1[CH:19]=[O:20])[N:9]=[CH:8]2)([CH3:4])([CH3:3])[CH3:2].[BH4-].[Na+]. The catalyst is CO. The product is [C:1]([C:5]1[CH:6]=[C:7]2[C:12](=[C:13]([F:15])[CH:14]=1)[C:11](=[O:16])[N:10]([C:17]1[C:18]([CH2:19][OH:20])=[C:21]([C:25]3[CH:30]=[C:29]([NH:31][C:32]4[CH:41]=[C:35]5[CH2:36][N:37]([CH3:40])[CH2:38][CH2:39][N:34]5[N:33]=4)[C:28](=[O:42])[N:27]([CH3:43])[N:26]=3)[CH:22]=[CH:23][N:24]=1)[N:9]=[CH:8]2)([CH3:4])([CH3:2])[CH3:3]. The yield is 0.210.